Dataset: Peptide-MHC class I binding affinity with 185,985 pairs from IEDB/IMGT. Task: Regression. Given a peptide amino acid sequence and an MHC pseudo amino acid sequence, predict their binding affinity value. This is MHC class I binding data. The peptide sequence is IFTLTVAWR. The MHC is HLA-A33:01 with pseudo-sequence HLA-A33:01. The binding affinity (normalized) is 0.836.